From a dataset of Peptide-MHC class II binding affinity with 134,281 pairs from IEDB. Regression. Given a peptide amino acid sequence and an MHC pseudo amino acid sequence, predict their binding affinity value. This is MHC class II binding data. (1) The peptide sequence is SGLFQFFVFLALAGR. The MHC is DRB4_0101 with pseudo-sequence DRB4_0103. The binding affinity (normalized) is 0.0737. (2) The binding affinity (normalized) is 0.173. The MHC is HLA-DQA10104-DQB10503 with pseudo-sequence HLA-DQA10104-DQB10503. The peptide sequence is ALKESWGAIWRIDTP. (3) The peptide sequence is GNGVVALRNAQLVTF. The MHC is DRB1_1501 with pseudo-sequence DRB1_1501. The binding affinity (normalized) is 0.994. (4) The peptide sequence is AFKVAATAANMAPAN. The MHC is DRB1_0401 with pseudo-sequence DRB1_0401. The binding affinity (normalized) is 0.739. (5) The binding affinity (normalized) is 0.100. The peptide sequence is RLEFDEFVTLAAKFI. The MHC is DRB3_0202 with pseudo-sequence DRB3_0202. (6) The peptide sequence is IKDVLKYRWLNLSAN. The MHC is DRB3_0101 with pseudo-sequence DRB3_0101. The binding affinity (normalized) is 0.0732. (7) The peptide sequence is YDKFLANVSTALTGK. The MHC is DRB1_1101 with pseudo-sequence DRB1_1101. The binding affinity (normalized) is 0.515. (8) The peptide sequence is QVAFSYFPPPAAKED. The MHC is DRB1_0405 with pseudo-sequence DRB1_0405. The binding affinity (normalized) is 0.365. (9) The binding affinity (normalized) is 0.671. The MHC is HLA-DPA10201-DPB10501 with pseudo-sequence HLA-DPA10201-DPB10501. The peptide sequence is LIEKINAGFKAALAA.